This data is from NCI-60 drug combinations with 297,098 pairs across 59 cell lines. The task is: Regression. Given two drug SMILES strings and cell line genomic features, predict the synergy score measuring deviation from expected non-interaction effect. (1) Drug 2: CN(CC1=CN=C2C(=N1)C(=NC(=N2)N)N)C3=CC=C(C=C3)C(=O)NC(CCC(=O)O)C(=O)O. Cell line: SK-MEL-28. Drug 1: CN(C)N=NC1=C(NC=N1)C(=O)N. Synergy scores: CSS=0.322, Synergy_ZIP=1.51, Synergy_Bliss=0.672, Synergy_Loewe=-6.84, Synergy_HSA=-2.79. (2) Drug 1: C(=O)(N)NO. Drug 2: C1CN(P(=O)(OC1)NCCCl)CCCl. Cell line: HCT-15. Synergy scores: CSS=0.381, Synergy_ZIP=-3.85, Synergy_Bliss=-11.4, Synergy_Loewe=-2.19, Synergy_HSA=-8.59. (3) Drug 1: CC1CCC2CC(C(=CC=CC=CC(CC(C(=O)C(C(C(=CC(C(=O)CC(OC(=O)C3CCCCN3C(=O)C(=O)C1(O2)O)C(C)CC4CCC(C(C4)OC)O)C)C)O)OC)C)C)C)OC. Drug 2: B(C(CC(C)C)NC(=O)C(CC1=CC=CC=C1)NC(=O)C2=NC=CN=C2)(O)O. Cell line: NCI-H460. Synergy scores: CSS=74.4, Synergy_ZIP=3.31, Synergy_Bliss=2.26, Synergy_Loewe=3.58, Synergy_HSA=5.93. (4) Drug 1: C1=CC=C(C(=C1)C(C2=CC=C(C=C2)Cl)C(Cl)Cl)Cl. Drug 2: C1CN(CCN1C(=O)CCBr)C(=O)CCBr. Cell line: SK-OV-3. Synergy scores: CSS=4.56, Synergy_ZIP=-2.55, Synergy_Bliss=0.719, Synergy_Loewe=-3.90, Synergy_HSA=-0.470. (5) Drug 1: CC1=C(C=C(C=C1)C(=O)NC2=CC(=CC(=C2)C(F)(F)F)N3C=C(N=C3)C)NC4=NC=CC(=N4)C5=CN=CC=C5. Drug 2: C1=NNC2=C1C(=O)NC=N2. Cell line: CCRF-CEM. Synergy scores: CSS=0.0305, Synergy_ZIP=6.90, Synergy_Bliss=2.06, Synergy_Loewe=-2.35, Synergy_HSA=-2.50. (6) Drug 1: CN1CCC(CC1)COC2=C(C=C3C(=C2)N=CN=C3NC4=C(C=C(C=C4)Br)F)OC. Cell line: DU-145. Drug 2: CC1=C(C=C(C=C1)NC(=O)C2=CC=C(C=C2)CN3CCN(CC3)C)NC4=NC=CC(=N4)C5=CN=CC=C5. Synergy scores: CSS=-5.32, Synergy_ZIP=-2.69, Synergy_Bliss=-7.28, Synergy_Loewe=-24.4, Synergy_HSA=-12.0.